Dataset: Forward reaction prediction with 1.9M reactions from USPTO patents (1976-2016). Task: Predict the product of the given reaction. The product is: [ClH:18].[CH3:52][N:51]1[CH:45]2[CH2:46][CH2:47][CH2:48][CH:49]1[CH2:50][CH:43]([NH:42][C:15]([C:11]1[CH:12]=[CH:13][CH:14]=[C:8]3[O:7][C:6]([C:4]4[N:3]=[CH:2][S:1][CH:5]=4)=[N:10][C:9]=13)=[O:17])[CH2:44]2. Given the reactants [S:1]1[CH:5]=[C:4]([C:6]2[O:7][C:8]3[C:9](=[C:11]([C:15]([OH:17])=O)[CH:12]=[CH:13][CH:14]=3)[N:10]=2)[N:3]=[CH:2]1.[ClH:18].C(N=C=NCCCN(C)C)C.ON1C2C=CC=CC=2N=N1.Cl.Cl.[NH2:42][CH:43]1[CH2:50][CH:49]2[N:51]([CH3:52])[CH:45]([CH2:46][CH2:47][CH2:48]2)[CH2:44]1.C(N(CC)CC)C, predict the reaction product.